Dataset: NCI-60 drug combinations with 297,098 pairs across 59 cell lines. Task: Regression. Given two drug SMILES strings and cell line genomic features, predict the synergy score measuring deviation from expected non-interaction effect. (1) Drug 1: CC(C1=C(C=CC(=C1Cl)F)Cl)OC2=C(N=CC(=C2)C3=CN(N=C3)C4CCNCC4)N. Drug 2: C1CCC(C(C1)N)N.C(=O)(C(=O)[O-])[O-].[Pt+4]. Cell line: EKVX. Synergy scores: CSS=6.31, Synergy_ZIP=-3.02, Synergy_Bliss=-0.120, Synergy_Loewe=0.986, Synergy_HSA=0.997. (2) Drug 1: CC12CCC3C(C1CCC2=O)CC(=C)C4=CC(=O)C=CC34C. Drug 2: CCC1=CC2CC(C3=C(CN(C2)C1)C4=CC=CC=C4N3)(C5=C(C=C6C(=C5)C78CCN9C7C(C=CC9)(C(C(C8N6C)(C(=O)OC)O)OC(=O)C)CC)OC)C(=O)OC.C(C(C(=O)O)O)(C(=O)O)O. Cell line: T-47D. Synergy scores: CSS=33.0, Synergy_ZIP=-7.42, Synergy_Bliss=-1.24, Synergy_Loewe=-2.92, Synergy_HSA=2.09. (3) Drug 1: CNC(=O)C1=NC=CC(=C1)OC2=CC=C(C=C2)NC(=O)NC3=CC(=C(C=C3)Cl)C(F)(F)F. Drug 2: B(C(CC(C)C)NC(=O)C(CC1=CC=CC=C1)NC(=O)C2=NC=CN=C2)(O)O. Cell line: HS 578T. Synergy scores: CSS=28.0, Synergy_ZIP=-0.326, Synergy_Bliss=-3.27, Synergy_Loewe=-66.6, Synergy_HSA=-4.18. (4) Drug 1: C1C(C(OC1N2C=NC3=C(N=C(N=C32)Cl)N)CO)O. Drug 2: C1CN(CCN1C(=O)CCBr)C(=O)CCBr. Cell line: SNB-75. Synergy scores: CSS=16.5, Synergy_ZIP=-5.33, Synergy_Bliss=-1.43, Synergy_Loewe=-0.149, Synergy_HSA=-0.0436. (5) Drug 1: CC1C(C(CC(O1)OC2CC(OC(C2O)C)OC3=CC4=CC5=C(C(=O)C(C(C5)C(C(=O)C(C(C)O)O)OC)OC6CC(C(C(O6)C)O)OC7CC(C(C(O7)C)O)OC8CC(C(C(O8)C)O)(C)O)C(=C4C(=C3C)O)O)O)O. Drug 2: C1=CC=C(C(=C1)C(C2=CC=C(C=C2)Cl)C(Cl)Cl)Cl. Cell line: SN12C. Synergy scores: CSS=10.0, Synergy_ZIP=4.01, Synergy_Bliss=4.80, Synergy_Loewe=-58.6, Synergy_HSA=-1.32. (6) Drug 1: CCN(CC)CCNC(=O)C1=C(NC(=C1C)C=C2C3=C(C=CC(=C3)F)NC2=O)C. Drug 2: C(CC(=O)O)C(=O)CN.Cl. Cell line: SF-268. Synergy scores: CSS=18.3, Synergy_ZIP=-4.74, Synergy_Bliss=-1.83, Synergy_Loewe=0.311, Synergy_HSA=0.109. (7) Drug 1: C1CCC(C1)C(CC#N)N2C=C(C=N2)C3=C4C=CNC4=NC=N3. Drug 2: CC(C)CN1C=NC2=C1C3=CC=CC=C3N=C2N. Cell line: MDA-MB-231. Synergy scores: CSS=-0.594, Synergy_ZIP=-1.99, Synergy_Bliss=-5.37, Synergy_Loewe=-5.73, Synergy_HSA=-5.80. (8) Drug 1: CC12CCC3C(C1CCC2=O)CC(=C)C4=CC(=O)C=CC34C. Drug 2: CC=C1C(=O)NC(C(=O)OC2CC(=O)NC(C(=O)NC(CSSCCC=C2)C(=O)N1)C(C)C)C(C)C. Cell line: A498. Synergy scores: CSS=53.6, Synergy_ZIP=3.26, Synergy_Bliss=2.65, Synergy_Loewe=-6.53, Synergy_HSA=5.25.